From a dataset of NCI-60 drug combinations with 297,098 pairs across 59 cell lines. Regression. Given two drug SMILES strings and cell line genomic features, predict the synergy score measuring deviation from expected non-interaction effect. (1) Drug 1: CCC1(CC2CC(C3=C(CCN(C2)C1)C4=CC=CC=C4N3)(C5=C(C=C6C(=C5)C78CCN9C7C(C=CC9)(C(C(C8N6C=O)(C(=O)OC)O)OC(=O)C)CC)OC)C(=O)OC)O.OS(=O)(=O)O. Drug 2: CCCCCOC(=O)NC1=NC(=O)N(C=C1F)C2C(C(C(O2)C)O)O. Cell line: MDA-MB-435. Synergy scores: CSS=7.21, Synergy_ZIP=-1.00, Synergy_Bliss=1.21, Synergy_Loewe=0.412, Synergy_HSA=2.16. (2) Drug 1: CC1=C(C=C(C=C1)NC(=O)C2=CC=C(C=C2)CN3CCN(CC3)C)NC4=NC=CC(=N4)C5=CN=CC=C5. Drug 2: COC1=C2C(=CC3=C1OC=C3)C=CC(=O)O2. Cell line: RPMI-8226. Synergy scores: CSS=14.5, Synergy_ZIP=-3.08, Synergy_Bliss=-4.38, Synergy_Loewe=5.66, Synergy_HSA=-1.99. (3) Drug 1: CC1=C(C=C(C=C1)NC2=NC=CC(=N2)N(C)C3=CC4=NN(C(=C4C=C3)C)C)S(=O)(=O)N.Cl. Drug 2: C(CC(=O)O)C(=O)CN.Cl. Cell line: HT29. Synergy scores: CSS=-3.82, Synergy_ZIP=0.129, Synergy_Bliss=-6.84, Synergy_Loewe=-9.12, Synergy_HSA=-9.46.